This data is from Full USPTO retrosynthesis dataset with 1.9M reactions from patents (1976-2016). The task is: Predict the reactants needed to synthesize the given product. (1) Given the product [Cl:1][C:2]1[CH:19]=[C:18]([F:20])[C:5]2[N:6]([CH2:11][CH2:12][CH2:13][C:14]([F:17])([F:16])[F:15])[C:7]([CH2:9][N:46]3[C:47]4=[CH:48][N:49]=[CH:50][CH:51]=[C:52]4[C:44]([S:41]([CH3:40])(=[O:42])=[O:43])=[N:45]3)=[N:8][C:4]=2[CH:3]=1, predict the reactants needed to synthesize it. The reactants are: [Cl:1][C:2]1[CH:19]=[C:18]([F:20])[C:5]2[N:6]([CH2:11][CH2:12][CH2:13][C:14]([F:17])([F:16])[F:15])[C:7]([CH2:9]Cl)=[N:8][C:4]=2[CH:3]=1.ClC1C=C(F)C2N(CCC(F)(F)F)C(CCl)=NC=2C=1.[CH3:40][S:41]([C:44]1[C:52]2[C:47](=[CH:48][N:49]=[CH:50][CH:51]=2)[NH:46][N:45]=1)(=[O:43])=[O:42].CS(C1C2C(=CN=CC=2)NN=1)(=O)=O. (2) Given the product [C:1]1([C:7]2[N:11]([CH2:12][C:13]3[CH:18]=[CH:17][C:16]([C:19]([F:22])([F:21])[F:20])=[CH:15][CH:14]=3)[C:10]([C:23]3[CH:24]=[C:25]4[C:30](=[CH:31][CH:32]=3)[CH:29]=[C:28]([O:33][CH2:34][C:35]3[CH:44]=[CH:43][C:38]([C:39]([OH:41])=[O:40])=[CH:37][C:36]=3[C:45]([OH:47])=[O:46])[CH:27]=[CH:26]4)=[CH:9][CH:8]=2)[CH:2]=[CH:3][CH:4]=[CH:5][CH:6]=1, predict the reactants needed to synthesize it. The reactants are: [C:1]1([C:7]2[N:11]([CH2:12][C:13]3[CH:18]=[CH:17][C:16]([C:19]([F:22])([F:21])[F:20])=[CH:15][CH:14]=3)[C:10]([C:23]3[CH:24]=[C:25]4[C:30](=[CH:31][CH:32]=3)[CH:29]=[C:28]([O:33][CH2:34][C:35]3[CH:44]=[CH:43][C:38]([C:39]([O:41]C)=[O:40])=[CH:37][C:36]=3[C:45]([O:47]C)=[O:46])[CH:27]=[CH:26]4)=[CH:9][CH:8]=2)[CH:6]=[CH:5][CH:4]=[CH:3][CH:2]=1.[OH-].[Na+]. (3) Given the product [Br:24][C:2]1[S:1][C:5]2[C:6]3[CH:14]=[CH:13][C:12]([C:15]#[N:16])=[CH:11][C:7]=3[O:8][CH2:9][CH2:10][C:4]=2[CH:3]=1, predict the reactants needed to synthesize it. The reactants are: [S:1]1[C:5]2[C:6]3[CH:14]=[CH:13][C:12]([C:15]#[N:16])=[CH:11][C:7]=3[O:8][CH2:9][CH2:10][C:4]=2[CH:3]=[CH:2]1.C1C(=O)N([Br:24])C(=O)C1. (4) Given the product [CH2:38]([N:40]1[CH2:44][CH2:43][C@@H:42]([NH:45][C:16]([CH2:15][C:13]2[CH:14]=[C:9]([F:8])[CH:10]=[CH:11][C:12]=2[S:19]([NH:20][C:21]2[C:30]([C:31]([O:33][CH3:34])=[O:32])=[C:29]3[C:24]([C@H:25]4[CH2:35][C@H:26]4[CH2:27][O:28]3)=[CH:23][CH:22]=2)(=[O:37])=[O:36])=[O:17])[CH2:41]1)[CH3:39], predict the reactants needed to synthesize it. The reactants are: C(N(CC)CC)C.[F:8][C:9]1[CH:10]=[CH:11][C:12]([S:19](=[O:37])(=[O:36])[NH:20][C:21]2[CH:22]=[CH:23][C:24]3[C@H:25]4[CH2:35][C@H:26]4[CH2:27][O:28][C:29]=3[C:30]=2[C:31]([O:33][CH3:34])=[O:32])=[C:13]([CH2:15][C:16](O)=[O:17])[CH:14]=1.[CH2:38]([N:40]1[CH2:44][CH2:43][C@@H:42]([NH2:45])[CH2:41]1)[CH3:39].CCN=C=NCCCN(C)C. (5) Given the product [Br-:24].[CH3:1][O:2][C:3]([NH:5][CH:6]([C:18]1[CH:23]=[CH:22][CH:21]=[CH:20][CH:19]=1)[C:7]([O:9][C@@H:10]1[CH:15]2[CH2:16][CH2:17][N+:12]([CH2:25][C:26](=[O:27])[C:28]3[CH:33]=[CH:32][CH:31]=[CH:30][CH:29]=3)([CH2:13][CH2:14]2)[CH2:11]1)=[O:8])=[O:4], predict the reactants needed to synthesize it. The reactants are: [CH3:1][O:2][C:3]([NH:5][CH:6]([C:18]1[CH:23]=[CH:22][CH:21]=[CH:20][CH:19]=1)[C:7]([O:9][C@@H:10]1[CH:15]2[CH2:16][CH2:17][N:12]([CH2:13][CH2:14]2)[CH2:11]1)=[O:8])=[O:4].[Br:24][CH2:25][C:26]([C:28]1[CH:33]=[CH:32][CH:31]=[CH:30][CH:29]=1)=[O:27].